Dataset: Full USPTO retrosynthesis dataset with 1.9M reactions from patents (1976-2016). Task: Predict the reactants needed to synthesize the given product. (1) Given the product [Br:1][C:2]1[CH:3]=[C:4]([C:11]([O:13][CH3:14])=[O:12])[C:5]2[CH:6]=[CH:7][N:8]([CH:18]([CH3:20])[CH3:19])[C:9]=2[CH:10]=1, predict the reactants needed to synthesize it. The reactants are: [Br:1][C:2]1[CH:3]=[C:4]([C:11]([O:13][CH3:14])=[O:12])[C:5]2[CH:6]=[CH:7][NH:8][C:9]=2[CH:10]=1.[H-].[Na+].Br[CH:18]([CH3:20])[CH3:19].CCCCCC. (2) Given the product [F:35][C:36]([F:41])([F:40])[C:37]([OH:39])=[O:38].[OH:17][C:15]1[CH:16]=[C:7]([CH:4]2[CH2:5][CH2:6][O:1][CH2:2][CH2:3]2)[CH:8]=[C:9]2[C:14]=1[N:13]=[CH:12][NH:11][C:10]2=[O:34], predict the reactants needed to synthesize it. The reactants are: [O:1]1[CH2:6][CH2:5][CH:4]([C:7]2[CH:8]=[C:9]3[C:14](=[C:15]([O:17]COCC[Si](C)(C)C)[CH:16]=2)[N:13]=[CH:12][N:11](COCC[Si](C)(C)C)[C:10]3=[O:34])[CH2:3][CH2:2]1.[F:35][C:36]([F:41])([F:40])[C:37]([OH:39])=[O:38]. (3) Given the product [Cl:1][C:2]1[CH:7]=[CH:6][C:5]([C:8]2[NH:9][C:10]3[N:11]([N:15]=[CH:16][C:17]=3[C:18](/[N:20]=[C:23](/[N:24]([CH3:26])[CH3:25])\[CH3:29])=[O:19])[C:12](=[O:14])[CH:13]=2)=[CH:4][CH:3]=1, predict the reactants needed to synthesize it. The reactants are: [Cl:1][C:2]1[CH:7]=[CH:6][C:5]([C:8]2[NH:9][C:10]3[N:11]([N:15]=[CH:16][C:17]=3[C:18]([NH2:20])=[O:19])[C:12](=[O:14])[CH:13]=2)=[CH:4][CH:3]=1.CO[CH:23](OC)[N:24]([CH3:26])[CH3:25].[C:29]1(C)C=CC=CC=1.